From a dataset of Catalyst prediction with 721,799 reactions and 888 catalyst types from USPTO. Predict which catalyst facilitates the given reaction. (1) Reactant: [I-:1].[CH3:2][O:3][C:4]1[CH:5]=[C:6]2[C:11](=[CH:12][C:13]=1[O:14][CH3:15])[N+:10]([CH3:16])=[C:9]([C:17]1[CH:22]=[CH:21][CH:20]=[CH:19][CH:18]=1)[N:8]=[C:7]2SC.[I-].[CH3:26][C:27]1[S:28][C:29]2[CH:36]=[CH:35][CH:34]=[CH:33][C:30]=2[N+:31]=1[CH3:32].C(N(CC)CC)C. Product: [I-:1].[CH3:2][O:3][C:4]1[CH:5]=[C:6]2[C:11](=[CH:12][C:13]=1[O:14][CH3:15])[N:10]([CH3:16])[C:9]([C:17]1[CH:18]=[CH:19][CH:20]=[CH:21][CH:22]=1)=[N:8][C:7]2=[CH:26][C:27]1[S:28][C:29]2[CH:36]=[CH:35][CH:34]=[CH:33][C:30]=2[N+:31]=1[CH3:32]. The catalyst class is: 9. (2) Reactant: [CH3:1][C:2]1([CH3:34])[C:10]2[C:5](=[CH:6][C:7]([N+:25]([O-])=O)=[C:8]([NH:11][C:12](=[O:24])/[CH:13]=[CH:14]/[C:15]3[CH:20]=[CH:19][CH:18]=[CH:17][C:16]=3[N+:21]([O-])=O)[CH:9]=2)[N:4]([CH2:28][CH2:29][CH2:30][CH2:31][CH3:32])[C:3]1=[O:33].Cl[Sn]Cl.O. Product: [NH2:25][C:7]1[CH:6]=[C:5]2[C:10]([C:2]([CH3:1])([CH3:34])[C:3](=[O:33])[N:4]2[CH2:28][CH2:29][CH2:30][CH2:31][CH3:32])=[CH:9][C:8]=1[NH:11][C:12](=[O:24])/[CH:13]=[CH:14]/[C:15]1[CH:20]=[CH:19][CH:18]=[CH:17][C:16]=1[NH2:21]. The catalyst class is: 25. (3) Reactant: [CH3:1][C:2]([N:10]1[CH2:15][CH2:14][CH:13]([NH:16][CH2:17][C:18]2[CH:23]=[CH:22][C:21]([C:24]3[CH:29]=[CH:28][C:27]([C:30]([F:33])([F:32])[F:31])=[CH:26][CH:25]=3)=[CH:20][CH:19]=2)[CH2:12][CH2:11]1)([CH3:9])[C:3]([O:5][CH:6]([CH3:8])[CH3:7])=[O:4].[F:34][C:35]1[C:40]([F:41])=[CH:39][CH:38]=[CH:37][C:36]=1[CH2:42][CH2:43][C:44]1[N:49]([CH2:50][C:51](O)=[O:52])[C:48]2[N:54]=[CH:55][CH:56]=[CH:57][C:47]=2[C:46](=[O:58])[N:45]=1.CN(C(ON1N=NC2C=CC=NC1=2)=[N+](C)C)C.F[P-](F)(F)(F)(F)F.CCN(C(C)C)C(C)C. Product: [F:34][C:35]1[C:40]([F:41])=[CH:39][CH:38]=[CH:37][C:36]=1[CH2:42][CH2:43][C:44]1[N:49]([CH2:50][C:51]([N:16]([CH2:17][C:18]2[CH:23]=[CH:22][C:21]([C:24]3[CH:29]=[CH:28][C:27]([C:30]([F:32])([F:31])[F:33])=[CH:26][CH:25]=3)=[CH:20][CH:19]=2)[CH:13]2[CH2:14][CH2:15][N:10]([C:2]([CH3:1])([CH3:9])[C:3]([O:5][CH:6]([CH3:8])[CH3:7])=[O:4])[CH2:11][CH2:12]2)=[O:52])[C:48]2[N:54]=[CH:55][CH:56]=[CH:57][C:47]=2[C:46](=[O:58])[N:45]=1. The catalyst class is: 3. (4) Reactant: FC(F)(F)C(O)=O.C(OC(=O)[NH:14][C:15]1[O:19][N:18]=[C:17]([C:20]([CH3:28])([CH3:27])[CH2:21][N:22]([C:24](=[O:26])[CH3:25])[CH3:23])[CH:16]=1)(C)(C)C. Product: [NH2:14][C:15]1[O:19][N:18]=[C:17]([C:20]([CH3:28])([CH3:27])[CH2:21][N:22]([CH3:23])[C:24](=[O:26])[CH3:25])[CH:16]=1. The catalyst class is: 2.